From a dataset of Forward reaction prediction with 1.9M reactions from USPTO patents (1976-2016). Predict the product of the given reaction. (1) Given the reactants [C:1]1([NH:7][C:8]([C:10]2[C:14]([C:15]3[CH:20]=[CH:19][CH:18]=[CH:17][CH:16]=3)=[C:13]([C:21]3[CH:26]=[CH:25][C:24]([F:27])=[CH:23][CH:22]=3)[N:12]([CH2:28][CH2:29][C@@H:30]3[CH2:35][CH:34]=[CH:33][C:32](=[O:36])[O:31]3)[C:11]=2[CH:37]([CH3:39])[CH3:38])=[O:9])[CH:6]=[CH:5][CH:4]=[CH:3][CH:2]=1.[Li+].[OH-:41], predict the reaction product. The product is: [C:1]1([NH:7][C:8]([C:10]2[C:14]([C:15]3[CH:20]=[CH:19][CH:18]=[CH:17][CH:16]=3)=[C:13]([C:21]3[CH:22]=[CH:23][C:24]([F:27])=[CH:25][CH:26]=3)[N:12]([CH2:28][CH2:29][C@@H:30]3[CH2:35][C@@H:34]([OH:41])[CH2:33][C:32](=[O:36])[O:31]3)[C:11]=2[CH:37]([CH3:39])[CH3:38])=[O:9])[CH:6]=[CH:5][CH:4]=[CH:3][CH:2]=1. (2) Given the reactants [Cl-].[Al+3].[Cl-].[Cl-].[CH2:5]([O:7][C:8](=[O:45])[CH:9]([C:27]1[N:28]([CH3:44])[C:29]2[C:34]([CH:35]=1)=[CH:33][C:32]([O:36][CH2:37][C:38]1[CH:43]=[CH:42][CH:41]=[CH:40][N:39]=1)=[CH:31][CH:30]=2)[CH2:10][C:11]1[CH:16]=[CH:15][C:14]([C:17]2[CH:22]=[CH:21][C:20]([C:23]([F:26])([F:25])[F:24])=[CH:19][N:18]=2)=[CH:13][CH:12]=1)[CH3:6].[C:46]([CH2:50][C:51](Cl)=[O:52])([CH3:49])([CH3:48])[CH3:47], predict the reaction product. The product is: [CH2:5]([O:7][C:8](=[O:45])[CH:9]([C:27]1[N:28]([CH3:44])[C:29]2[C:34]([C:35]=1[C:51](=[O:52])[CH2:50][C:46]([CH3:49])([CH3:48])[CH3:47])=[CH:33][C:32]([O:36][CH2:37][C:38]1[CH:43]=[CH:42][CH:41]=[CH:40][N:39]=1)=[CH:31][CH:30]=2)[CH2:10][C:11]1[CH:12]=[CH:13][C:14]([C:17]2[CH:22]=[CH:21][C:20]([C:23]([F:25])([F:26])[F:24])=[CH:19][N:18]=2)=[CH:15][CH:16]=1)[CH3:6]. (3) Given the reactants [NH2:1][C:2]1[CH:7]=[CH:6][C:5]([C@@H:8]2[O:13][CH2:12][CH2:11][N:10]([C:14]([O:16][C:17]([CH3:20])([CH3:19])[CH3:18])=[O:15])[CH2:9]2)=[CH:4][CH:3]=1.[F:21][C:22]1[CH:35]=[CH:34][C:25]([C:26](Cl)=[N:27]OS(C)(=O)=O)=[CH:24][CH:23]=1.CN(C)CCN(C)C.O, predict the reaction product. The product is: [F:21][C:22]1[CH:35]=[CH:34][C:25]([C:26]2[NH:1][C:2]3[CH:3]=[CH:4][C:5]([C@@H:8]4[O:13][CH2:12][CH2:11][N:10]([C:14]([O:16][C:17]([CH3:20])([CH3:19])[CH3:18])=[O:15])[CH2:9]4)=[CH:6][C:7]=3[N:27]=2)=[CH:24][CH:23]=1. (4) Given the reactants [F:1][C:2]([F:26])([F:25])[O:3][C:4]1[CH:9]=[CH:8][C:7]([N:10]2[CH:14]=[N:13][C:12]([C:15]3[CH:20]=[CH:19][C:18]([CH2:21][CH2:22][CH2:23][NH2:24])=[CH:17][CH:16]=3)=[N:11]2)=[CH:6][CH:5]=1.[C:27](=[O:30])(O)[O-].[Na+].ClC(Cl)(OC(=O)OC(Cl)(Cl)Cl)Cl.C(=O)([O-])[O-].[Cs+].[Cs+].[CH:50]([C:53]1[CH:58]=[CH:57][C:56]([CH3:59])=[CH:55][C:54]=1[NH:60][C:61]([NH2:63])=[S:62])([CH3:52])[CH3:51], predict the reaction product. The product is: [CH:50]([C:53]1[CH:58]=[CH:57][C:56]([CH3:59])=[CH:55][C:54]=1[NH:60][C:61]([NH:63][C:27]([NH:24][CH2:23][CH2:22][CH2:21][C:18]1[CH:19]=[CH:20][C:15]([C:12]2[N:13]=[CH:14][N:10]([C:7]3[CH:6]=[CH:5][C:4]([O:3][C:2]([F:1])([F:25])[F:26])=[CH:9][CH:8]=3)[N:11]=2)=[CH:16][CH:17]=1)=[O:30])=[S:62])([CH3:52])[CH3:51]. (5) Given the reactants Cl.[N:2]1[CH:7]=[CH:6][CH:5]=[CH:4][C:3]=1[C:8](Cl)=[O:9].[CH3:11][C:12]1[C:17]([NH:18][C:19]2[N:24]=[C:23]([C:25]3[CH:30]=[CH:29][CH:28]=[CH:27][CH:26]=3)[CH:22]=[CH:21][N:20]=2)=[CH:16][C:15]([NH2:31])=[CH:14][N:13]=1, predict the reaction product. The product is: [CH3:11][C:12]1[N:13]=[CH:14][C:15]([NH:31][C:8](=[O:9])[C:3]2[CH:4]=[CH:5][CH:6]=[CH:7][N:2]=2)=[CH:16][C:17]=1[NH:18][C:19]1[N:24]=[C:23]([C:25]2[CH:26]=[CH:27][CH:28]=[CH:29][CH:30]=2)[CH:22]=[CH:21][N:20]=1.